This data is from Catalyst prediction with 721,799 reactions and 888 catalyst types from USPTO. The task is: Predict which catalyst facilitates the given reaction. Reactant: [O-]Cl.[Na+].[OH-].[Na+].[F:6][C:7]([F:22])([F:21])[CH2:8][NH:9][C:10]([C:12]1[S:13][C:14]([CH:18]=[N:19][OH:20])=[CH:15][C:16]=1[CH3:17])=[O:11].[Cl:23][C:24]1[CH:29]=[C:28]([C:30]([C:32]([F:35])([F:34])[F:33])=[CH2:31])[CH:27]=[C:26]([Cl:36])[CH:25]=1. Product: [F:22][C:7]([F:6])([F:21])[CH2:8][NH:9][C:10]([C:12]1[S:13][C:14]([C:18]2[CH2:31][C:30]([C:28]3[CH:27]=[C:26]([Cl:36])[CH:25]=[C:24]([Cl:23])[CH:29]=3)([C:32]([F:33])([F:35])[F:34])[O:20][N:19]=2)=[CH:15][C:16]=1[CH3:17])=[O:11]. The catalyst class is: 165.